This data is from Reaction yield outcomes from USPTO patents with 853,638 reactions. The task is: Predict the reaction yield, written as a fraction of the theoretical maximum amount of product (1.0 means a 100% yield; for example, 0.34 means a 34% yield). (1) The reactants are [H-].[Na+].[CH3:3][O:4][C:5]1[CH:10]=[CH:9][C:8]([C:11](=[O:19])[CH2:12][C:13]2[CH:18]=[CH:17][CH:16]=[CH:15][CH:14]=2)=[CH:7][CH:6]=1.Br[CH2:21][C:22]([O:24][CH2:25][CH3:26])=[O:23]. The catalyst is CS(C)=O.C1(C)C=CC=CC=1. The product is [CH2:25]([O:24][C:22](=[O:23])[CH2:21][CH:12]([C:13]1[CH:18]=[CH:17][CH:16]=[CH:15][CH:14]=1)[C:11]([C:8]1[CH:7]=[CH:6][C:5]([O:4][CH3:3])=[CH:10][CH:9]=1)=[O:19])[CH3:26]. The yield is 0.990. (2) The reactants are C(OC(=O)[N:7]([C:9]1[CH:14]=[CH:13][C:12]([C:15]2[O:16][C:17]([C:20]3[CH:25]=[CH:24][CH:23]=[C:22](O)[CH:21]=3)=[N:18][N:19]=2)=[CH:11][CH:10]=1)[CH3:8])(C)(C)C.CC(OC(/N=N/C(OC(C)C)=O)=O)C.C1C=CC(P(C2C=CC=CC=2)C2C=CC=CC=2)=CC=1.[F:61][CH2:62][CH2:63][OH:64]. No catalyst specified. The product is [F:61][CH2:62][CH2:63][O:64][C:22]1[CH:21]=[C:20]([C:17]2[O:16][C:15]([C:12]3[CH:13]=[CH:14][C:9]([NH:7][CH3:8])=[CH:10][CH:11]=3)=[N:19][N:18]=2)[CH:25]=[CH:24][CH:23]=1. The yield is 0.360. (3) The reactants are [F:1][C:2]1[CH:3]=[CH:4][C:5]([O:24][CH3:25])=[C:6]([C:8]([C:10]2[C:15]([F:16])=[C:14]([C:17]3[CH:18]=[N:19][CH:20]=[CH:21][C:22]=3[CH3:23])[CH:13]=[CH:12][N:11]=2)=O)[CH:7]=1.Cl.[NH2:27][OH:28]. The product is [F:1][C:2]1[CH:3]=[CH:4][C:5]([O:24][CH3:25])=[C:6](/[C:8](/[C:10]2[C:15]([F:16])=[C:14]([C:17]3[CH:18]=[N:19][CH:20]=[CH:21][C:22]=3[CH3:23])[CH:13]=[CH:12][N:11]=2)=[N:27]/[OH:28])[CH:7]=1. The catalyst is N1C=CC=CC=1. The yield is 0.870. (4) The reactants are [Br:1][C:2]1[CH:7]=[CH:6][C:5]([C@@H:8]([N:10]([CH2:18][CH2:19][CH2:20][CH:21]([OH:28])[C:22]2[CH:27]=[CH:26][CH:25]=[CH:24][CH:23]=2)[C:11](=[O:17])[O:12][C:13]([CH3:16])([CH3:15])[CH3:14])[CH3:9])=[CH:4][CH:3]=1.CC(OI1(OC(C)=O)(OC(C)=O)OC(=O)C2C=CC=CC1=2)=O.C([O-])(O)=O.[Na+].[O-]S([O-])(=S)=O.[Na+].[Na+]. The catalyst is C(Cl)Cl. The product is [Br:1][C:2]1[CH:3]=[CH:4][C:5]([C@@H:8]([N:10]([CH2:18][CH2:19][CH2:20][C:21](=[O:28])[C:22]2[CH:23]=[CH:24][CH:25]=[CH:26][CH:27]=2)[C:11](=[O:17])[O:12][C:13]([CH3:16])([CH3:15])[CH3:14])[CH3:9])=[CH:6][CH:7]=1. The yield is 0.720. (5) The reactants are [Br:1][C:2]1[CH:3]=[C:4]([S:19](Cl)(=[O:21])=[O:20])[C:5]([C:8]2[C:9]([S:15](Cl)(=[O:17])=[O:16])=[CH:10][C:11]([Br:14])=[CH:12][CH:13]=2)=[CH:6][CH:7]=1.[Cl-].[Al+3].[Cl-].[Cl-].[CH:27]1[CH:32]=[CH:31][CH:30]=[CH:29][CH:28]=1.Cl. The catalyst is [N+](C)([O-])=O. The product is [C:27]1([S:19]([C:4]2[CH:3]=[C:2]([Br:1])[CH:7]=[CH:6][C:5]=2[C:8]2[CH:13]=[CH:12][C:11]([Br:14])=[CH:10][C:9]=2[S:15]([C:2]2[CH:3]=[CH:4][CH:5]=[CH:6][CH:7]=2)(=[O:17])=[O:16])(=[O:21])=[O:20])[CH:32]=[CH:31][CH:30]=[CH:29][CH:28]=1. The yield is 0.740. (6) The reactants are [CH3:1][O:2][C:3]1[N:4]=[CH:5][CH:6]=[C:7]2[CH:11]=[CH:10][O:9][C:8]=12.[Li]CCCC.[Cl:17]C(Cl)(Cl)C(Cl)(Cl)Cl. The catalyst is C1COCC1. The product is [Cl:17][C:10]1[O:9][C:8]2=[C:3]([O:2][CH3:1])[N:4]=[CH:5][CH:6]=[C:7]2[CH:11]=1. The yield is 0.870. (7) The reactants are [NH2:1][C@@H:2]([C:8]([OH:10])=[O:9])[CH2:3][CH2:4][C:5](=[O:7])[OH:6].[CH2:11](O)[C:12]1[CH:17]=[CH:16][CH:15]=[CH:14][CH:13]=1.B(F)(F)F.CCOCC.C(N(CC)CC)C. The catalyst is C1COCC1. The yield is 0.780. The product is [NH2:1][C@@H:2]([C:8]([OH:10])=[O:9])[CH2:3][CH2:4][C:5](=[O:6])[O:7][CH2:11][C:12]1[CH:17]=[CH:16][CH:15]=[CH:14][CH:13]=1. (8) The reactants are [Br:1][C:2]1[C:3]2[O:12][C:11]([CH:13]=O)=[CH:10][C:4]=2[C:5](=[O:9])[N:6]([CH3:8])[CH:7]=1.[NH:15]1[CH2:20][CH2:19][CH2:18][CH2:17][CH2:16]1. The catalyst is CO.C(O)(=O)C. The product is [Br:1][C:2]1[C:3]2[O:12][C:11]([CH2:13][N:15]3[CH2:20][CH2:19][CH2:18][CH2:17][CH2:16]3)=[CH:10][C:4]=2[C:5](=[O:9])[N:6]([CH3:8])[CH:7]=1. The yield is 0.158. (9) The reactants are [C:1]([CH2:3][C:4]([NH:6][C:7]1[CH:12]=[CH:11][C:10]([F:13])=[CH:9][CH:8]=1)=[O:5])#[N:2].C(O/[CH:17]=[CH:18]/[C:19](=O)[C:20]([F:23])([F:22])[F:21])C.N12CCN(CC1)CC2. The catalyst is COCCO.Cl.C(OCC)(=O)C. The product is [F:13][C:10]1[CH:9]=[CH:8][C:7]([N:6]2[C:19]([C:20]([F:23])([F:22])[F:21])=[CH:18][CH:17]=[C:3]([C:1]#[N:2])[C:4]2=[O:5])=[CH:12][CH:11]=1. The yield is 0.0720. (10) The reactants are [CH2:1]([O:8][C:9]([N:11]1[CH2:16][CH2:15][C:14]([CH:18]([NH2:27])[CH2:19][C:20]2[CH:25]=[CH:24][C:23]([F:26])=[CH:22][CH:21]=2)([OH:17])[CH2:13][CH2:12]1)=[O:10])[C:2]1[CH:7]=[CH:6][CH:5]=[CH:4][CH:3]=1.Cl[CH2:29][C:30](Cl)=[O:31].[Na+].[I-].[I-].CC(C)([O-])C. No catalyst specified. The product is [CH2:1]([O:8][C:9]([N:11]1[CH2:12][CH2:13][C:14]2([O:17][CH2:29][C:30](=[O:31])[NH:27][CH:18]2[CH2:19][C:20]2[CH:25]=[CH:24][C:23]([F:26])=[CH:22][CH:21]=2)[CH2:15][CH2:16]1)=[O:10])[C:2]1[CH:7]=[CH:6][CH:5]=[CH:4][CH:3]=1. The yield is 0.190.